This data is from Catalyst prediction with 721,799 reactions and 888 catalyst types from USPTO. The task is: Predict which catalyst facilitates the given reaction. Reactant: [Cl:1][C:2]1[CH:3]=[N:4][CH:5]=[C:6]([CH2:10][CH3:11])[C:7]=1[CH2:8]O.[Br:12]P(Br)Br. Product: [Br:12][CH2:8][C:7]1[C:6]([CH2:10][CH3:11])=[CH:5][N:4]=[CH:3][C:2]=1[Cl:1]. The catalyst class is: 22.